Dataset: NCI-60 drug combinations with 297,098 pairs across 59 cell lines. Task: Regression. Given two drug SMILES strings and cell line genomic features, predict the synergy score measuring deviation from expected non-interaction effect. (1) Drug 1: C#CCC(CC1=CN=C2C(=N1)C(=NC(=N2)N)N)C3=CC=C(C=C3)C(=O)NC(CCC(=O)O)C(=O)O. Drug 2: C1CN(P(=O)(OC1)NCCCl)CCCl. Cell line: TK-10. Synergy scores: CSS=-1.22, Synergy_ZIP=-1.62, Synergy_Bliss=-3.99, Synergy_Loewe=-5.38, Synergy_HSA=-5.38. (2) Drug 1: C1=NC2=C(N1)C(=S)N=C(N2)N. Drug 2: C(CN)CNCCSP(=O)(O)O. Cell line: NCI/ADR-RES. Synergy scores: CSS=27.8, Synergy_ZIP=-7.78, Synergy_Bliss=-1.29, Synergy_Loewe=-31.9, Synergy_HSA=-3.67. (3) Drug 1: C1=CC(=CC=C1CCC2=CNC3=C2C(=O)NC(=N3)N)C(=O)NC(CCC(=O)O)C(=O)O. Drug 2: CC12CCC3C(C1CCC2O)C(CC4=C3C=CC(=C4)O)CCCCCCCCCS(=O)CCCC(C(F)(F)F)(F)F. Cell line: UACC62. Synergy scores: CSS=9.79, Synergy_ZIP=-4.85, Synergy_Bliss=-3.53, Synergy_Loewe=-2.27, Synergy_HSA=-1.46. (4) Drug 1: CC1C(C(=O)NC(C(=O)N2CCCC2C(=O)N(CC(=O)N(C(C(=O)O1)C(C)C)C)C)C(C)C)NC(=O)C3=C4C(=C(C=C3)C)OC5=C(C(=O)C(=C(C5=N4)C(=O)NC6C(OC(=O)C(N(C(=O)CN(C(=O)C7CCCN7C(=O)C(NC6=O)C(C)C)C)C)C(C)C)C)N)C. Drug 2: CC12CCC3C(C1CCC2O)C(CC4=C3C=CC(=C4)O)CCCCCCCCCS(=O)CCCC(C(F)(F)F)(F)F. Cell line: SF-295. Synergy scores: CSS=41.9, Synergy_ZIP=12.9, Synergy_Bliss=15.4, Synergy_Loewe=5.78, Synergy_HSA=13.2. (5) Drug 1: CN(C)C1=NC(=NC(=N1)N(C)C)N(C)C. Drug 2: C1=CC=C(C(=C1)C(C2=CC=C(C=C2)Cl)C(Cl)Cl)Cl. Cell line: SK-OV-3. Synergy scores: CSS=4.37, Synergy_ZIP=-0.247, Synergy_Bliss=1.93, Synergy_Loewe=1.26, Synergy_HSA=1.27.